From a dataset of Forward reaction prediction with 1.9M reactions from USPTO patents (1976-2016). Predict the product of the given reaction. (1) Given the reactants [NH:1]1[CH2:6][CH2:5][CH:4]([NH2:7])[CH2:3][CH2:2]1.[C:8]1([S:14]([OH:17])(=[O:16])=[O:15])[CH:13]=[CH:12][CH:11]=[CH:10][CH:9]=1, predict the reaction product. The product is: [C:8]1([S:14]([OH:17])(=[O:16])=[O:15])[CH:13]=[CH:12][CH:11]=[CH:10][CH:9]=1.[NH:1]1[CH2:6][CH2:5][CH:4]([NH2:7])[CH2:3][CH2:2]1. (2) Given the reactants [CH3:1][S:2]([C:5]1[CH:10]=[CH:9][C:8]([C:11]2[CH:16]=[CH:15][C:14]([O:17][CH2:18][CH:19]3[CH2:24][CH2:23][N:22](C(OC(C)(C)C)=O)[CH2:21][CH2:20]3)=[CH:13][CH:12]=2)=[CH:7][CH:6]=1)(=[O:4])=[O:3].[ClH:32], predict the reaction product. The product is: [ClH:32].[CH3:1][S:2]([C:5]1[CH:6]=[CH:7][C:8]([C:11]2[CH:16]=[CH:15][C:14]([O:17][CH2:18][CH:19]3[CH2:24][CH2:23][NH:22][CH2:21][CH2:20]3)=[CH:13][CH:12]=2)=[CH:9][CH:10]=1)(=[O:4])=[O:3]. (3) The product is: [O:21]=[C:19]1[C:18]2[C:17](=[CH:25][CH:24]=[CH:23][CH:22]=2)[C:16](=[O:26])[N:20]1[CH2:2][C:3]1[N:8]=[C:7]([NH:9][C:10](=[O:15])[C:11]([CH3:14])([CH3:13])[CH3:12])[CH:6]=[CH:5][CH:4]=1. Given the reactants Br[CH2:2][C:3]1[N:8]=[C:7]([NH:9][C:10](=[O:15])[C:11]([CH3:14])([CH3:13])[CH3:12])[CH:6]=[CH:5][CH:4]=1.[C:16]1(=[O:26])[NH:20][C:19](=[O:21])[C:18]2=[CH:22][CH:23]=[CH:24][CH:25]=[C:17]12.[K], predict the reaction product. (4) The product is: [CH3:32][N:8]([C:9]1[CH:10]=[CH:11][CH:12]=[C:13]([CH2:15][CH:16]2[CH2:17][CH2:18][NH:19][CH2:20][CH2:21]2)[N:14]=1)[C:6](=[O:7])[O:5][C:1]([CH3:4])([CH3:2])[CH3:3]. Given the reactants [C:1]([O:5][C:6]([N:8]([CH3:32])[C:9]1[N:14]=[C:13]([CH2:15][CH:16]2[CH2:21][CH2:20][N:19](C(OCC3C=CC=CC=3)=O)[CH2:18][CH2:17]2)[CH:12]=[CH:11][CH:10]=1)=[O:7])([CH3:4])([CH3:3])[CH3:2], predict the reaction product. (5) Given the reactants [NH2:1][C:2]1[CH:7]=[CH:6][N:5]([CH2:8][CH2:9][CH2:10][CH2:11][C:12]2[S:16][C:15]([NH:17][C:18](=[O:26])[CH2:19][C:20]3[CH:25]=[CH:24][CH:23]=[CH:22][CH:21]=3)=[N:14][N:13]=2)[C:4](=[O:27])[N:3]=1.[F:28][C:29]([F:42])([F:41])[O:30][C:31]1[CH:32]=[C:33]([CH2:37][C:38](O)=[O:39])[CH:34]=[CH:35][CH:36]=1.C1C=CC2N(O)N=NC=2C=1.CCN(C(C)C)C(C)C.CCN=C=NCCCN(C)C.Cl, predict the reaction product. The product is: [O:27]=[C:4]1[N:3]=[C:2]([NH:1][C:38](=[O:39])[CH2:37][C:33]2[CH:34]=[CH:35][CH:36]=[C:31]([O:30][C:29]([F:41])([F:28])[F:42])[CH:32]=2)[CH:7]=[CH:6][N:5]1[CH2:8][CH2:9][CH2:10][CH2:11][C:12]1[S:16][C:15]([NH:17][C:18](=[O:26])[CH2:19][C:20]2[CH:25]=[CH:24][CH:23]=[CH:22][CH:21]=2)=[N:14][N:13]=1.